From a dataset of Forward reaction prediction with 1.9M reactions from USPTO patents (1976-2016). Predict the product of the given reaction. Given the reactants C[O:2][C:3](=[O:32])[C:4]1[CH:9]=[CH:8][C:7]([OH:10])=[C:6]([NH:11][C:12](=[O:31])[CH2:13][O:14][C:15]2[CH:20]=[CH:19][C:18]([C:21]34[CH2:30]C5CC(CC(C5)[CH2:22]3)[CH2:28]4)=[CH:17][CH:16]=2)[CH:5]=1.[OH-].[K+].Cl, predict the reaction product. The product is: [C:21]([C:18]1[CH:19]=[CH:20][C:15]([O:14][CH2:13][C:12]([NH:11][C:6]2[CH:5]=[C:4]([CH:9]=[CH:8][C:7]=2[OH:10])[C:3]([OH:32])=[O:2])=[O:31])=[CH:16][CH:17]=1)([CH3:30])([CH3:22])[CH3:28].